This data is from NCI-60 drug combinations with 297,098 pairs across 59 cell lines. The task is: Regression. Given two drug SMILES strings and cell line genomic features, predict the synergy score measuring deviation from expected non-interaction effect. (1) Drug 1: C1=CC(=CC=C1CCC2=CNC3=C2C(=O)NC(=N3)N)C(=O)NC(CCC(=O)O)C(=O)O. Drug 2: C1=NC2=C(N=C(N=C2N1C3C(C(C(O3)CO)O)F)Cl)N. Cell line: SN12C. Synergy scores: CSS=43.2, Synergy_ZIP=-8.98, Synergy_Bliss=-9.65, Synergy_Loewe=-8.34, Synergy_HSA=-3.45. (2) Drug 1: CC1=C(C(CCC1)(C)C)C=CC(=CC=CC(=CC(=O)O)C)C. Drug 2: CCN(CC)CCCC(C)NC1=C2C=C(C=CC2=NC3=C1C=CC(=C3)Cl)OC. Cell line: M14. Synergy scores: CSS=6.28, Synergy_ZIP=-2.99, Synergy_Bliss=-2.47, Synergy_Loewe=-9.48, Synergy_HSA=-4.52.